From a dataset of Reaction yield outcomes from USPTO patents with 853,638 reactions. Predict the reaction yield, written as a fraction of the theoretical maximum amount of product (1.0 means a 100% yield; for example, 0.34 means a 34% yield). (1) The reactants are [I:1][C:2](I)(CC)[CH2:3]C.C(=O)([O-])[O-].[K+].[K+].[Si:14]([O:21][C@@H:22]1[N:28]([C:29]([O:31][CH2:32][CH:33]=[CH2:34])=[O:30])[C:27]2[CH:35]=[C:36]([OH:41])[C:37]([O:39][CH3:40])=[CH:38][C:26]=2[C:25](=[O:42])[N:24]2[CH:43]=[C:44]([CH3:46])[CH2:45][C@@H:23]12)([C:17]([CH3:20])([CH3:19])[CH3:18])([CH3:16])[CH3:15].[CH3:47][C:48]([CH3:50])=O. No catalyst specified. The product is [Si:14]([O:21][C@@H:22]1[N:28]([C:29]([O:31][CH2:32][CH:33]=[CH2:34])=[O:30])[C:27]2[CH:35]=[C:36]([O:41][CH2:47][CH2:48][CH2:50][CH2:3][CH2:2][I:1])[C:37]([O:39][CH3:40])=[CH:38][C:26]=2[C:25](=[O:42])[N:24]2[CH:43]=[C:44]([CH3:46])[CH2:45][C@@H:23]12)([C:17]([CH3:18])([CH3:19])[CH3:20])([CH3:15])[CH3:16]. The yield is 0.900. (2) The product is [F:1][C:2]1[CH:3]=[C:4]2[C:8](=[CH:9][CH:10]=1)[N:7]([CH2:11][C:12]1[CH:17]=[CH:16][C:15]([O:18][CH3:19])=[CH:14][CH:13]=1)[C:6](=[O:20])[CH2:5]2. The yield is 0.900. The catalyst is O.NN.C(O)C.O. The reactants are [F:1][C:2]1[CH:3]=[C:4]2[C:8](=[CH:9][CH:10]=1)[N:7]([CH2:11][C:12]1[CH:17]=[CH:16][C:15]([O:18][CH3:19])=[CH:14][CH:13]=1)[C:6](=[O:20])[C:5]2=O.